Dataset: Full USPTO retrosynthesis dataset with 1.9M reactions from patents (1976-2016). Task: Predict the reactants needed to synthesize the given product. (1) Given the product [CH3:1][C:2]1[C:10]2[C:9]([N:11]3[C:12]4[CH:17]=[CH:16][CH:15]=[CH:14][C:13]=4[O:18][CH2:22][CH2:21]3)=[N:8][CH:7]=[N:6][C:5]=2[S:4][C:3]=1[CH3:19], predict the reactants needed to synthesize it. The reactants are: [CH3:1][C:2]1[C:10]2[C:9]([NH:11][C:12]3[CH:17]=[CH:16][CH:15]=[CH:14][C:13]=3[OH:18])=[N:8][CH:7]=[N:6][C:5]=2[S:4][C:3]=1[CH3:19].Br[CH2:21][CH2:22]Br.C(=O)([O-])[O-].[K+].[K+]. (2) Given the product [C:1]([O:5][C:6]([N:8]1[C:16]2[C:11](=[CH:12][C:13]([C:17]([OH:19])=[O:18])=[CH:14][CH:15]=2)[CH:10]=[C:9]1[C:27]1[C:28](=[O:45])[N:29]([CH2:37][O:38][CH2:39][CH2:40][Si:41]([CH3:43])([CH3:42])[CH3:44])[CH:30]=[C:31]([C:33]([O:35][CH3:36])=[O:34])[CH:32]=1)=[O:7])([CH3:3])([CH3:2])[CH3:4], predict the reactants needed to synthesize it. The reactants are: [C:1]([O:5][C:6]([N:8]1[C:16]2[C:11](=[CH:12][C:13]([C:17]([O:19]CC3C=CC=CC=3)=[O:18])=[CH:14][CH:15]=2)[CH:10]=[C:9]1[C:27]1[C:28](=[O:45])[N:29]([CH2:37][O:38][CH2:39][CH2:40][Si:41]([CH3:44])([CH3:43])[CH3:42])[CH:30]=[C:31]([C:33]([O:35][CH3:36])=[O:34])[CH:32]=1)=[O:7])([CH3:4])([CH3:3])[CH3:2]. (3) Given the product [C:15]([CH2:14][NH:13][C:11](=[O:12])[C@@H:10]([O:9][C@@H:8]([C:5]1[CH:6]=[CH:7][C:2]([C:32]2[CH:33]=[CH:34][C:29]([S:28][CH3:27])=[CH:30][CH:31]=2)=[CH:3][CH:4]=1)[C:21]1[CH:26]=[CH:25][CH:24]=[CH:23][CH:22]=1)[CH2:17][CH:18]([CH3:20])[CH3:19])#[N:16], predict the reactants needed to synthesize it. The reactants are: Br[C:2]1[CH:7]=[CH:6][C:5]([C@@H:8]([C:21]2[CH:26]=[CH:25][CH:24]=[CH:23][CH:22]=2)[O:9][C@@H:10]([CH2:17][CH:18]([CH3:20])[CH3:19])[C:11]([NH:13][CH2:14][C:15]#[N:16])=[O:12])=[CH:4][CH:3]=1.[CH3:27][S:28][C:29]1[CH:34]=[CH:33][C:32](B(O)O)=[CH:31][CH:30]=1.[N].C([O-])([O-])=O.[Na+].[Na+]. (4) Given the product [NH2:1][C:2]1[N:7]=[CH:6][N:5]=[C:4]2[N:8]([CH:12]([C:14]3[CH:19]=[N:18][N:17]([C:20]4[CH:25]=[CH:24][CH:23]=[CH:22][CH:21]=4)[C:16](=[O:26])[C:15]=3[C:27]3[CH:32]=[CH:31][CH:30]=[CH:29][CH:28]=3)[CH3:13])[N:9]=[C:10]([C:36]3[CH:37]=[C:38]([OH:40])[CH:39]=[C:34]([F:33])[CH:35]=3)[C:3]=12, predict the reactants needed to synthesize it. The reactants are: [NH2:1][C:2]1[N:7]=[CH:6][N:5]=[C:4]2[N:8]([CH:12]([C:14]3[CH:19]=[N:18][N:17]([C:20]4[CH:25]=[CH:24][CH:23]=[CH:22][CH:21]=4)[C:16](=[O:26])[C:15]=3[C:27]3[CH:32]=[CH:31][CH:30]=[CH:29][CH:28]=3)[CH3:13])[N:9]=[C:10](I)[C:3]=12.[F:33][C:34]1[CH:35]=[C:36](B(O)O)[CH:37]=[C:38]([OH:40])[CH:39]=1.